From a dataset of Full USPTO retrosynthesis dataset with 1.9M reactions from patents (1976-2016). Predict the reactants needed to synthesize the given product. (1) Given the product [Cl:1][C:2]1[CH:21]=[C:20]([Cl:22])[CH:19]=[CH:18][C:3]=1[CH2:4][N:5]1[C:9]2[CH:10]=[C:11]([CH2:15][O:16][C:24]3[CH:25]=[C:26]([CH:32]=[CH:33][N:34]=3)[C:27]([O:29][CH2:30][CH3:31])=[O:28])[CH:12]=[C:13]([CH3:14])[C:8]=2[N:7]=[C:6]1[CH3:17], predict the reactants needed to synthesize it. The reactants are: [Cl:1][C:2]1[CH:21]=[C:20]([Cl:22])[CH:19]=[CH:18][C:3]=1[CH2:4][N:5]1[C:9]2[CH:10]=[C:11]([CH2:15][OH:16])[CH:12]=[C:13]([CH3:14])[C:8]=2[N:7]=[C:6]1[CH3:17].O[C:24]1[CH:25]=[C:26]([CH:32]=[CH:33][N:34]=1)[C:27]([O:29][CH2:30][CH3:31])=[O:28]. (2) The reactants are: [NH:1]([C:9]([O:11][C:12]([CH3:15])([CH3:14])[CH3:13])=[O:10])[C:2]([O:4][C:5]([CH3:8])([CH3:7])[CH3:6])=[O:3].[H-].[Na+].Br[CH2:19][C:20]1[CH:29]=[CH:28][C:27]([F:30])=[CH:26][C:21]=1[C:22]([O:24][CH3:25])=[O:23]. Given the product [C:12]([O:11][C:9]([N:1]([CH2:19][C:20]1[CH:29]=[CH:28][C:27]([F:30])=[CH:26][C:21]=1[C:22]([O:24][CH3:25])=[O:23])[C:2]([O:4][C:5]([CH3:6])([CH3:7])[CH3:8])=[O:3])=[O:10])([CH3:15])([CH3:14])[CH3:13], predict the reactants needed to synthesize it.